From a dataset of Full USPTO retrosynthesis dataset with 1.9M reactions from patents (1976-2016). Predict the reactants needed to synthesize the given product. (1) Given the product [F:1][C:2]1[CH:9]=[CH:8][CH:7]=[CH:6][C:3]=1[CH2:4][NH:5][C:25]([C:21]1[S:20][C:19]([NH:18][C:10](=[O:17])[C:11]2[CH:12]=[CH:13][CH:14]=[CH:15][CH:16]=2)=[N:23][C:22]=1[CH3:24])=[O:26], predict the reactants needed to synthesize it. The reactants are: [F:1][C:2]1[CH:9]=[CH:8][CH:7]=[CH:6][C:3]=1[CH2:4][NH2:5].[C:10]([NH:18][C:19]1[S:20][C:21]([C:25](Cl)=[O:26])=[C:22]([CH3:24])[N:23]=1)(=[O:17])[C:11]1[CH:16]=[CH:15][CH:14]=[CH:13][CH:12]=1. (2) The reactants are: [NH:1]1[CH:5]=[CH:4][N:3]=[CH:2]1.C(N(CC)CC)C.Br[CH2:14][C:15](=[O:30])[C:16]([CH:24]1[CH2:29][CH2:28][CH2:27][CH2:26][CH2:25]1)([OH:23])[C:17]1[CH:22]=[CH:21][CH:20]=[CH:19][CH:18]=1. Given the product [CH:24]1([C:16]([OH:23])([C:17]2[CH:18]=[CH:19][CH:20]=[CH:21][CH:22]=2)[C:15]([CH2:14][N:1]2[CH:5]=[CH:4][N:3]=[CH:2]2)=[O:30])[CH2:29][CH2:28][CH2:27][CH2:26][CH2:25]1, predict the reactants needed to synthesize it. (3) The reactants are: [CH:1]1([Zr:6](C)C)[CH:5]=[CH:4][CH:3]=[CH:2]1.[F:9][C:10]([F:19])([F:18])[C:11]1[CH:16]=[CH:15][CH:14]=[C:13]([OH:17])[CH:12]=1. Given the product [CH:1]1([Zr:6]([O:17][C:13]2[CH:14]=[CH:15][CH:16]=[C:11]([C:10]([F:9])([F:18])[F:19])[CH:12]=2)[O:17][C:13]2[CH:14]=[CH:15][CH:16]=[C:11]([C:10]([F:18])([F:19])[F:9])[CH:12]=2)[CH:5]=[CH:4][CH:3]=[CH:2]1, predict the reactants needed to synthesize it.